This data is from Catalyst prediction with 721,799 reactions and 888 catalyst types from USPTO. The task is: Predict which catalyst facilitates the given reaction. (1) Reactant: [N+:1]([C:4]1[CH:5]=[C:6]2[C:10](=[CH:11][CH:12]=1)[NH:9][C:8]([CH2:13][C:14]1[CH:19]=[CH:18][C:17]([O:20][C:21]([F:24])([F:23])[F:22])=[CH:16][CH:15]=1)=[CH:7]2)([O-:3])=[O:2].Cl.Cl[CH2:27][CH2:28][CH:29]1[CH2:33][CH2:32][CH2:31][N:30]1[CH3:34].C(=O)([O-])[O-].[K+].[K+].CN(C)C=O. Product: [CH3:34][N:30]1[CH2:31][CH2:32][CH2:33][CH:29]1[CH2:28][CH2:27][N:9]1[C:10]2[C:6](=[CH:5][C:4]([N+:1]([O-:3])=[O:2])=[CH:12][CH:11]=2)[CH:7]=[C:8]1[CH2:13][C:14]1[CH:15]=[CH:16][C:17]([O:20][C:21]([F:24])([F:22])[F:23])=[CH:18][CH:19]=1. The catalyst class is: 69. (2) Product: [CH:1]1([C:4]([C:6]2[CH:15]=[C:14]([CH:16]=[O:17])[C:13]3[C:8]([CH:7]=2)=[CH:9][CH:10]=[CH:11][CH:12]=3)=[O:5])[CH2:2][CH2:3]1. The catalyst class is: 6. Reactant: [CH:1]1([C:4]([C:6]2[CH:15]=[C:14]([CH:16]3OCCC[O:17]3)[C:13]3[C:8](=[CH:9][CH:10]=[CH:11][CH:12]=3)[CH:7]=2)=[O:5])[CH2:3][CH2:2]1.C(O)(=O)C. (3) Reactant: [H-].[Al+3].[Li+].[H-].[H-].[H-].[O:7]1[C:11]2[CH:12]=[C:13]([C:16](OC)=[O:17])[CH:14]=[CH:15][C:10]=2[CH2:9][CH2:8]1.[OH-].[Na+]. Product: [O:7]1[C:11]2[CH:12]=[C:13]([CH2:16][OH:17])[CH:14]=[CH:15][C:10]=2[CH2:9][CH2:8]1. The catalyst class is: 1. (4) Reactant: [CH2:1]([O:8][C:9]1[CH:14]=[CH:13][N:12]([C:15]2[CH:16]=[CH:17][C:18]3[C:19]4[CH2:28][N:27](C(OC(C)(C)C)=O)[CH2:26][CH2:25][C:20]=4[N:21]([CH3:24])[C:22]=3[CH:23]=2)[C:11](=[O:36])[CH:10]=1)[C:2]1[CH:7]=[CH:6][CH:5]=[CH:4][CH:3]=1.[ClH:37]. Product: [ClH:37].[CH2:1]([O:8][C:9]1[CH:14]=[CH:13][N:12]([C:15]2[CH:16]=[CH:17][C:18]3[C:19]4[CH2:28][NH:27][CH2:26][CH2:25][C:20]=4[N:21]([CH3:24])[C:22]=3[CH:23]=2)[C:11](=[O:36])[CH:10]=1)[C:2]1[CH:3]=[CH:4][CH:5]=[CH:6][CH:7]=1. The catalyst class is: 275. (5) Reactant: S(Cl)([Cl:3])=O.[Br:5][C:6]1[S:7][CH:8]=[CH:9][C:10]=1[C:11]([OH:13])=O. Product: [Br:5][C:6]1[S:7][CH:8]=[CH:9][C:10]=1[C:11]([Cl:3])=[O:13]. The catalyst class is: 11. (6) Reactant: [C:1]([C:5]1[CH:17]=[CH:16][C:15]2[C:14]3[C:9](=[CH:10][C:11]([C:18]([CH3:21])([CH3:20])[CH3:19])=[CH:12][CH:13]=3)[CH2:8][C:7]=2[CH:6]=1)([CH3:4])([CH3:3])[CH3:2].C([Li])CCC.CCCCCC.[C:33]([C:37]1[CH:38]=[C:39]([CH3:55])[C:40](=[C:42]([C:49]2[CH:54]=[CH:53][CH:52]=[CH:51][CH:50]=2)[C:43]2[CH:48]=[CH:47][CH:46]=[CH:45][CH:44]=2)[CH:41]=1)([CH3:36])([CH3:35])[CH3:34].Cl. Product: [C:33]([C:37]1[CH:38]=[C:39]([CH3:55])[CH:40]([C:42]([C:10]2[C:9]3[CH2:8][C:7]4[C:15](=[CH:16][CH:17]=[C:5]([C:1]([CH3:4])([CH3:3])[CH3:2])[CH:6]=4)[C:14]=3[CH:13]=[CH:12][C:11]=2[C:18]([CH3:21])([CH3:20])[CH3:19])([C:43]2[CH:44]=[CH:45][CH:46]=[CH:47][CH:48]=2)[C:49]2[CH:50]=[CH:51][CH:52]=[CH:53][CH:54]=2)[CH:41]=1)([CH3:34])([CH3:35])[CH3:36]. The catalyst class is: 27. (7) Reactant: [N:1]1[CH:6]=[CH:5][CH:4]=[CH:3][C:2]=1[C:7]1[S:11][C:10]([CH2:12][OH:13])=[N:9][N:8]=1. Product: [N:1]1[CH:6]=[CH:5][CH:4]=[CH:3][C:2]=1[C:7]1[S:11][C:10]([CH:12]=[O:13])=[N:9][N:8]=1. The catalyst class is: 13.